This data is from Acute oral toxicity (LD50) regression data from Zhu et al.. The task is: Regression/Classification. Given a drug SMILES string, predict its toxicity properties. Task type varies by dataset: regression for continuous values (e.g., LD50, hERG inhibition percentage) or binary classification for toxic/non-toxic outcomes (e.g., AMES mutagenicity, cardiotoxicity, hepatotoxicity). Dataset: ld50_zhu. (1) The compound is N#Cc1cc([N+](=O)[O-])ccc1N. The rat oral LD50 is 1.62, given as -log10 of the dose in mol/kg body weight (higher means more acutely toxic). (2) The drug is COC(=O)C1=C(C)NC(C)=C(C(=O)OCC(C)C)C1c1ccccc1[N+](=O)[O-]. The rat oral LD50 is 2.49, given as -log10 of the dose in mol/kg body weight (higher means more acutely toxic).